From a dataset of Catalyst prediction with 721,799 reactions and 888 catalyst types from USPTO. Predict which catalyst facilitates the given reaction. (1) Reactant: BrC1C=CC2[C:6]3[C:11]([C:12]4[C:17]=2[C:16]=1[CH:15]=[CH:14][CH:13]=4)=[CH:10][C:9](Br)=[CH:8][CH:7]=3.[CH:19]1[C:33]2=[C:34]3[C:26]([C:27]4[C:32]2=[CH:31][CH:30]=[CH:29][CH:28]=4)=[CH:25][CH:24]=[CH:23][C:22]3=[CH:21][CH:20]=1.BrBr.[C:37]1([CH3:43])[CH:42]=[CH:41][CH:40]=[CH:39][CH:38]=1. Product: [C:40]1([C:23]2[CH:24]=[CH:25][C:26]3[C:27]4[C:32]([C:33]5[C:34]=3[C:22]=2[CH:21]=[CH:20][CH:19]=5)=[CH:31][C:30]([C:15]2[CH:14]=[CH:13][C:12]([C:11]3[CH:6]=[CH:7][CH:8]=[CH:9][CH:10]=3)=[CH:17][CH:16]=2)=[CH:29][CH:28]=4)[CH:41]=[CH:42][C:37]([C:43]2[CH:10]=[CH:11][CH:6]=[CH:7][CH:8]=2)=[CH:38][CH:39]=1. The catalyst class is: 22. (2) Reactant: [N+:1]([C:4]1[CH:9]=[CH:8][C:7]([N:10]2[CH2:15][CH2:14][NH:13][CH2:12][CH2:11]2)=[CH:6][CH:5]=1)([O-:3])=[O:2].Br[CH2:17][C:18]1[CH:23]=[CH:22][C:21]([C:24]([OH:33])([C:29]([F:32])([F:31])[F:30])[C:25]([F:28])([F:27])[F:26])=[CH:20][CH:19]=1.C(=O)([O-])[O-].[K+].[K+]. Product: [F:26][C:25]([F:27])([F:28])[C:24]([C:21]1[CH:22]=[CH:23][C:18]([CH2:17][N:13]2[CH2:14][CH2:15][N:10]([C:7]3[CH:6]=[CH:5][C:4]([N+:1]([O-:3])=[O:2])=[CH:9][CH:8]=3)[CH2:11][CH2:12]2)=[CH:19][CH:20]=1)([OH:33])[C:29]([F:30])([F:32])[F:31]. The catalyst class is: 10. (3) Reactant: [O:1]=[C:2]1[NH:10][C:5]2=[N:6][CH:7]=[CH:8][CH:9]=[C:4]2[N:3]1[CH:11]1[CH2:16][CH2:15][N:14]([C:17]2[N:22]=[CH:21][N:20]=[C:19]([C:23]([OH:25])=O)[CH:18]=2)[CH2:13][CH2:12]1.[S:26]1[C:30]2[CH2:31][NH:32][CH:33]([CH2:35][OH:36])[CH2:34][C:29]=2[CH:28]=[CH:27]1.CN(C(ON1N=NC2C=CC=CC1=2)=[N+](C)C)C.[B-](F)(F)(F)F. Product: [OH:36][CH2:35][CH:33]1[N:32]([C:23]([C:19]2[N:20]=[CH:21][N:22]=[C:17]([N:14]3[CH2:13][CH2:12][CH:11]([N:3]4[C:4]5[C:5](=[N:6][CH:7]=[CH:8][CH:9]=5)[NH:10][C:2]4=[O:1])[CH2:16][CH2:15]3)[CH:18]=2)=[O:25])[CH2:31][C:30]2[S:26][CH:27]=[CH:28][C:29]=2[CH2:34]1. The catalyst class is: 3. (4) Reactant: FC(F)(F)S(O[C:7]1[C:11]2[C:12]([O:16][CH3:17])=[N:13][CH:14]=[CH:15][C:10]=2[N:9]([C:18]([CH3:21])([CH3:20])[CH3:19])[N:8]=1)(=O)=O.CC1(C)C(C)(C)OB([C:32]2[CH:37]=[CH:36][C:35]([S:38]([NH2:41])(=[O:40])=[O:39])=[CH:34][CH:33]=2)O1.C(=O)([O-])[O-].[Na+].[Na+].O. Product: [C:18]([N:9]1[C:10]2[CH:15]=[CH:14][N:13]=[C:12]([O:16][CH3:17])[C:11]=2[C:7]([C:32]2[CH:37]=[CH:36][C:35]([S:38]([NH2:41])(=[O:40])=[O:39])=[CH:34][CH:33]=2)=[N:8]1)([CH3:19])([CH3:20])[CH3:21]. The catalyst class is: 104.